This data is from Full USPTO retrosynthesis dataset with 1.9M reactions from patents (1976-2016). The task is: Predict the reactants needed to synthesize the given product. (1) Given the product [C:24]([C:18]1[C:13]2[O:12][CH2:11][CH:10]([C:7]3[CH:6]=[CH:5][C:4]([CH:1]([CH3:3])[CH3:2])=[CH:9][CH:8]=3)[C:14]=2[C:15]([CH3:23])=[C:16]([NH:20][CH:21]=[O:22])[C:17]=1[CH3:19])(=[O:26])[CH3:25], predict the reactants needed to synthesize it. The reactants are: [CH:1]([C:4]1[CH:9]=[CH:8][C:7]([CH:10]2[C:14]3[C:15]([CH3:23])=[C:16]([NH:20][CH:21]=[O:22])[C:17]([CH3:19])=[CH:18][C:13]=3[O:12][CH2:11]2)=[CH:6][CH:5]=1)([CH3:3])[CH3:2].[C:24](Cl)(=[O:26])[CH3:25]. (2) Given the product [Cl:26][C:22]1[CH:21]=[C:20]([CH:27]([O:32][CH3:33])[CH:28]2[CH2:29][O:30][CH2:31]2)[C:19]([Cl:34])=[C:18]2[C:23]=1[CH2:24][CH2:25][N:16]([CH2:15][C:14]1[C:9](=[O:8])[NH:10][C:11]([CH3:38])=[CH:12][C:13]=1[O:36][CH3:37])[C:17]2=[O:35], predict the reactants needed to synthesize it. The reactants are: C([O:8][C:9]1[C:14]([CH2:15][N:16]2[CH2:25][CH2:24][C:23]3[C:18](=[C:19]([Cl:34])[C:20]([CH:27]([O:32][CH3:33])[CH:28]4[CH2:31][O:30][CH2:29]4)=[CH:21][C:22]=3[Cl:26])[C:17]2=[O:35])=[C:13]([O:36][CH3:37])[CH:12]=[C:11]([CH3:38])[N:10]=1)C1C=CC=CC=1. (3) Given the product [N:13]1[CH:18]=[CH:17][CH:16]=[C:15]([C:2]2[CH:12]=[CH:11][CH:10]=[CH:9][C:3]=2[C:4]([O:6][CH2:7][CH3:8])=[O:5])[CH:14]=1, predict the reactants needed to synthesize it. The reactants are: Br[C:2]1[CH:12]=[CH:11][CH:10]=[CH:9][C:3]=1[C:4]([O:6][CH2:7][CH3:8])=[O:5].[N:13]1[CH:18]=[CH:17][CH:16]=[C:15](B(O)O)[CH:14]=1.C([O-])([O-])=O.[K+].[K+]. (4) The reactants are: [O:1]1[C:5]2[CH:6]=[CH:7][C:8]([C:10]3[O:14][N:13]=[CH:12][C:11]=3[C:15](OCC)=[O:16])=[CH:9][C:4]=2[O:3][CH2:2]1.[H-].C([Al+]CC(C)C)C(C)C.Cl. Given the product [O:1]1[C:5]2[CH:6]=[CH:7][C:8]([C:10]3[O:14][N:13]=[CH:12][C:11]=3[CH2:15][OH:16])=[CH:9][C:4]=2[O:3][CH2:2]1, predict the reactants needed to synthesize it. (5) Given the product [Br:1][C:2]1[CH:9]=[C:6](/[CH:7]=[CH:16]/[C:11]([O:13][CH2:14][CH3:15])=[O:12])[C:5]([Cl:10])=[N:4][CH:3]=1, predict the reactants needed to synthesize it. The reactants are: [Br:1][C:2]1[CH:3]=[N:4][C:5]([Cl:10])=[C:6]([CH:9]=1)[CH:7]=O.[C:11]([CH:16]=P(C1C=CC=CC=1)(C1C=CC=CC=1)C1C=CC=CC=1)([O:13][CH2:14][CH3:15])=[O:12]. (6) The reactants are: [CH2:1]([N:8]([C:52]([O:54][CH2:55][C:56]1[CH:61]=[CH:60][CH:59]=[CH:58][CH:57]=1)=[O:53])[CH2:9][CH2:10][N:11]1[C:16]2[CH:17]=[C:18]([C:25]([N:27]([CH:41]([CH3:43])[CH3:42])[C@@H:28]3[CH2:33][CH2:32][CH2:31][N:30]([C:34]([O:36][C:37]([CH3:40])([CH3:39])[CH3:38])=[O:35])[CH2:29]3)=[O:26])[C:19]([C:21]([F:24])([F:23])[F:22])=[CH:20][C:15]=2[O:14][C:13]([CH3:50])([CH2:44][O:45]S(C)(=O)=O)[C:12]1=[O:51])[C:2]1[CH:7]=[CH:6][CH:5]=[CH:4][CH:3]=1.[C:62]1(O)[CH:67]=[CH:66][CH:65]=[CH:64][CH:63]=1.C(=O)([O-])[O-].[Cs+].[Cs+].O. Given the product [CH2:1]([N:8]([C:52]([O:54][CH2:55][C:56]1[CH:61]=[CH:60][CH:59]=[CH:58][CH:57]=1)=[O:53])[CH2:9][CH2:10][N:11]1[C:16]2[CH:17]=[C:18]([C:25]([N:27]([CH:41]([CH3:43])[CH3:42])[C@@H:28]3[CH2:33][CH2:32][CH2:31][N:30]([C:34]([O:36][C:37]([CH3:40])([CH3:39])[CH3:38])=[O:35])[CH2:29]3)=[O:26])[C:19]([C:21]([F:24])([F:23])[F:22])=[CH:20][C:15]=2[O:14][C:13]([CH3:50])([CH2:44][O:45][C:62]2[CH:67]=[CH:66][CH:65]=[CH:64][CH:63]=2)[C:12]1=[O:51])[C:2]1[CH:7]=[CH:6][CH:5]=[CH:4][CH:3]=1, predict the reactants needed to synthesize it. (7) Given the product [NH2:1][C:4]1[CH:9]=[CH:8][C:7]([CH:10]2[CH2:11][CH2:12][N:13]([C:16]([O:18][C:19]([CH3:20])([CH3:21])[CH3:22])=[O:17])[CH2:14][CH2:15]2)=[CH:6][C:5]=1[O:23][CH:24]([CH3:26])[CH3:25], predict the reactants needed to synthesize it. The reactants are: [N+:1]([C:4]1[CH:9]=[CH:8][C:7]([C:10]2[CH2:11][CH2:12][N:13]([C:16]([O:18][C:19]([CH3:22])([CH3:21])[CH3:20])=[O:17])[CH2:14][CH:15]=2)=[CH:6][C:5]=1[O:23][CH:24]([CH3:26])[CH3:25])([O-])=O. (8) Given the product [OH:11][CH:10]1[CH2:9][CH2:8][C@H:7]([CH2:12][C:13]([OH:15])=[O:14])[C@H:6]1[CH2:5][CH2:4][CH2:3][CH2:2][CH3:1], predict the reactants needed to synthesize it. The reactants are: [CH3:1][CH2:2][CH2:3][CH2:4][CH2:5][CH:6]1[C:10](=[O:11])[CH2:9][CH2:8][CH:7]1[CH2:12][C:13]([OH:15])=[O:14].[BH4-].[Na+]. (9) Given the product [NH2:1][CH2:2][CH2:3][CH2:4][CH2:5][CH2:6][CH2:7][CH2:8][CH2:9][CH2:10][CH2:11][CH3:12], predict the reactants needed to synthesize it. The reactants are: [NH2:1][CH2:2][CH2:3][CH2:4][CH2:5][CH2:6][CH2:7][CH2:8][CH2:9][CH2:10][CH2:11][C:12](O)=O.C(N(CC)CC)C.C1C(SSC2C=CC([N+]([O-])=O)=C(C(O)=O)C=2)=CC(C(O)=O)=C([N+]([O-])=O)C=1.CN(C=O)C.